From a dataset of Reaction yield outcomes from USPTO patents with 853,638 reactions. Predict the reaction yield, written as a fraction of the theoretical maximum amount of product (1.0 means a 100% yield; for example, 0.34 means a 34% yield). (1) The reactants are [C:1]([C:5]1[CH:6]=[C:7]([N+:18]([O-])=O)[C:8]([O:16][CH3:17])=[C:9]([C:11]([CH3:15])([CH3:14])[C:12]#[N:13])[CH:10]=1)([CH3:4])([CH3:3])[CH3:2].[Cl-].[NH4+].O. The catalyst is C(O)C.[Fe]. The product is [NH2:18][C:7]1[C:8]([O:16][CH3:17])=[C:9]([C:11]([CH3:15])([CH3:14])[C:12]#[N:13])[CH:10]=[C:5]([C:1]([CH3:4])([CH3:2])[CH3:3])[CH:6]=1. The yield is 0.670. (2) The reactants are [CH3:1][C:2]1[NH:3][C:4]([C:8]2[C:9]([CH3:18])=[CH:10][C:11]([CH3:17])=[C:12]([CH:16]=2)[C:13]([OH:15])=O)=[C:5]([CH3:7])[N:6]=1.CCN=C=NCCCN(C)C.Cl.C1C=CC2N(O)N=NC=2C=1.Cl.[NH:42]1[CH2:47][CH2:46][CH:45]([C:48]2[CH:55]=[CH:54][C:51]([C:52]#[N:53])=[CH:50][CH:49]=2)[CH2:44][CH2:43]1. The catalyst is CN(C)C1C=CN=CC=1.CN(C)C=O. The product is [CH3:1][C:2]1[NH:3][C:4]([C:8]2[C:9]([CH3:18])=[CH:10][C:11]([CH3:17])=[C:12]([CH:16]=2)[C:13]([N:42]2[CH2:47][CH2:46][CH:45]([C:48]3[CH:55]=[CH:54][C:51]([C:52]#[N:53])=[CH:50][CH:49]=3)[CH2:44][CH2:43]2)=[O:15])=[C:5]([CH3:7])[N:6]=1. The yield is 0.500. (3) The yield is 0.740. The reactants are C([NH:8][C:9]1[C:10]([CH3:29])=[C:11]([CH3:28])[C:12]2[O:16][CH2:15][CH:14]([C:17]3[CH:22]=[CH:21][C:20]([CH:23]([CH3:25])[CH3:24])=[CH:19][CH:18]=3)[C:13]=2[C:26]=1[CH3:27])C1C=CC=CC=1.C([O-])=O.[NH4+]. The product is [CH:23]([C:20]1[CH:21]=[CH:22][C:17]([CH:14]2[C:13]3[C:26]([CH3:27])=[C:9]([NH2:8])[C:10]([CH3:29])=[C:11]([CH3:28])[C:12]=3[O:16][CH2:15]2)=[CH:18][CH:19]=1)([CH3:25])[CH3:24]. The catalyst is C(O)C.[C].[Pd]. (4) The reactants are Cl.[CH:2]([N:5]1[C:13]2[C:8](=[CH:9][CH:10]=[CH:11][CH:12]=2)[C:7]([C:14](=[O:24])[C:15]([NH:17][CH:18]2[CH2:23][CH2:22][NH:21][CH2:20][CH2:19]2)=[O:16])=[CH:6]1)([CH3:4])[CH3:3].C([O-])([O-])=O.[K+].[K+].[CH2:31](Br)[CH2:32][CH2:33][CH3:34]. The catalyst is C(#N)C. The product is [CH2:31]([N:21]1[CH2:20][CH2:19][CH:18]([NH:17][C:15](=[O:16])[C:14]([C:7]2[C:8]3[C:13](=[CH:12][CH:11]=[CH:10][CH:9]=3)[N:5]([CH:2]([CH3:4])[CH3:3])[CH:6]=2)=[O:24])[CH2:23][CH2:22]1)[CH2:32][CH2:33][CH3:34]. The yield is 0.290. (5) The reactants are [NH2:1][C:2]1[CH:3]=[N:4][C:5]([NH:8][C:9](=[O:11])[CH3:10])=[N:6][CH:7]=1.C(N(CC)CC)C.[Cl:19][C:20]1[C:25]([C:26](Cl)=[O:27])=[C:24]([F:29])[C:23]([NH:30][S:31]([CH2:34][CH2:35][CH3:36])(=[O:33])=[O:32])=[CH:22][CH:21]=1. The catalyst is O1CCCC1.C(OCC)(=O)C. The product is [C:9]([NH:8][C:5]1[N:6]=[CH:7][C:2]([NH:1][C:26](=[O:27])[C:25]2[C:20]([Cl:19])=[CH:21][CH:22]=[C:23]([NH:30][S:31]([CH2:34][CH2:35][CH3:36])(=[O:33])=[O:32])[C:24]=2[F:29])=[CH:3][N:4]=1)(=[O:11])[CH3:10]. The yield is 0.190.